The task is: Predict the product of the given reaction.. This data is from Forward reaction prediction with 1.9M reactions from USPTO patents (1976-2016). (1) Given the reactants Br[C:2]1[CH:3]=[C:4]([CH2:8][CH2:9][N:10]([CH3:12])[CH3:11])[CH:5]=[CH:6][CH:7]=1.[Mg].Br[C:15]1[C:16]([CH3:22])=[N:17][N:18]([CH3:21])[C:19]=1[CH3:20].[Cl-].[Li+], predict the reaction product. The product is: [CH3:11][N:10]([CH3:12])[CH2:9][CH2:8][C:4]1[CH:5]=[CH:6][CH:7]=[C:2]([C:15]2[C:16]([CH3:22])=[N:17][N:18]([CH3:21])[C:19]=2[CH3:20])[CH:3]=1. (2) Given the reactants [CH3:1][O:2][C:3]([C:5]1[CH:6]=[C:7]2[C:12](=[C:13]([Cl:15])[CH:14]=1)[NH:11][CH:10]([C:16]1[CH:21]=[CH:20][CH:19]=[C:18](Br)[CH:17]=1)[C:9]([CH3:24])([CH3:23])[CH2:8]2)=[O:4].[NH:25]1[CH2:30][CH2:29][O:28][CH2:27][CH2:26]1.Cl.CN(C)CC(O)=O.C(=O)([O-])[O-].[K+].[K+], predict the reaction product. The product is: [CH3:1][O:2][C:3]([C:5]1[CH:6]=[C:7]2[C:12](=[C:13]([Cl:15])[CH:14]=1)[NH:11][CH:10]([C:16]1[CH:21]=[CH:20][CH:19]=[C:18]([N:25]3[CH2:30][CH2:29][O:28][CH2:27][CH2:26]3)[CH:17]=1)[C:9]([CH3:24])([CH3:23])[CH2:8]2)=[O:4]. (3) Given the reactants [C:1]([NH:4][CH2:5][C@@H:6]1[O:10][C:9](=[O:11])[N:8]([C:12]2[CH:17]=[CH:16][C:15]([S:18][C:19](=O)C)=[C:14]([F:22])[CH:13]=2)[CH2:7]1)(=[O:3])[CH3:2].CI, predict the reaction product. The product is: [C:1]([NH:4][CH2:5][C@@H:6]1[O:10][C:9](=[O:11])[N:8]([C:12]2[CH:17]=[CH:16][C:15]([S:18][CH3:19])=[C:14]([F:22])[CH:13]=2)[CH2:7]1)(=[O:3])[CH3:2]. (4) Given the reactants Br[C:2]1[CH:3]=[C:4]([F:10])[C:5]([CH2:8][OH:9])=[N:6][CH:7]=1.CC1(C)C(C)(C)OB([C:19]2[CH2:20][CH2:21][N:22]([C:25]([O:27][C:28]([CH3:31])([CH3:30])[CH3:29])=[O:26])[CH2:23][CH:24]=2)O1, predict the reaction product. The product is: [F:10][C:4]1[C:5]([CH2:8][OH:9])=[N:6][CH:7]=[C:2]([C:19]2[CH2:24][CH2:23][N:22]([C:25]([O:27][C:28]([CH3:31])([CH3:30])[CH3:29])=[O:26])[CH2:21][CH:20]=2)[CH:3]=1. (5) Given the reactants [Cl:1][C:2]1[CH:3]=[CH:4][C:5]([C:28]([F:31])([F:30])[F:29])=[C:6]([CH:27]=1)[CH2:7][N:8]1[CH2:13][CH2:12][NH:11][C:10]2[N:14]=[CH:15][C:16]([C:18]3[CH:19]=[C:20]([CH:24]=[CH:25][CH:26]=3)[C:21]([OH:23])=O)=[CH:17][C:9]1=2.[C:32]1([C:38]2[S:39][CH:40]=[C:41]([CH2:43][NH2:44])[N:42]=2)[CH:37]=[CH:36][CH:35]=[CH:34][CH:33]=1, predict the reaction product. The product is: [Cl:1][C:2]1[CH:3]=[CH:4][C:5]([C:28]([F:31])([F:30])[F:29])=[C:6]([CH:27]=1)[CH2:7][N:8]1[CH2:13][CH2:12][NH:11][C:10]2[N:14]=[CH:15][C:16]([C:18]3[CH:19]=[C:20]([CH:24]=[CH:25][CH:26]=3)[C:21]([NH:44][CH2:43][C:41]3[N:42]=[C:38]([C:32]4[CH:33]=[CH:34][CH:35]=[CH:36][CH:37]=4)[S:39][CH:40]=3)=[O:23])=[CH:17][C:9]1=2. (6) Given the reactants C([O:5][C:6](=[O:45])[C:7]([CH3:44])([S:9][C:10]1[CH:43]=[CH:42][C:13]([C:14]([O:16][CH:17]([C:22]2[N:26]([CH2:27][CH2:28][CH3:29])[C:25](=[O:30])[N:24]([CH2:31][C:32]3[CH:37]=[CH:36][C:35]([C:38]([CH3:41])([CH3:40])[CH3:39])=[CH:34][CH:33]=3)[N:23]=2)[C:18]([F:21])([F:20])[F:19])=[O:15])=[CH:12][CH:11]=1)[CH3:8])(C)(C)C.Cl.O1CCOCC1, predict the reaction product. The product is: [C:38]([C:35]1[CH:34]=[CH:33][C:32]([CH2:31][N:24]2[C:25](=[O:30])[N:26]([CH2:27][CH2:28][CH3:29])[C:22]([CH:17]([O:16][C:14]([C:13]3[CH:12]=[CH:11][C:10]([S:9][C:7]([CH3:44])([CH3:8])[C:6]([OH:45])=[O:5])=[CH:43][CH:42]=3)=[O:15])[C:18]([F:20])([F:19])[F:21])=[N:23]2)=[CH:37][CH:36]=1)([CH3:39])([CH3:40])[CH3:41]. (7) The product is: [CH:47]1([NH:46][C:44]([NH:43][C:40]2[CH:41]=[CH:42][C:37]([C:26]3[CH:25]=[C:24]([C:57]4[C:52]([S:51][CH3:50])=[N:53][CH:54]=[CH:55][CH:56]=4)[N:29]=[C:28]([N:30]4[CH2:35][CH2:34][O:33][CH2:32][C@@H:31]4[CH3:36])[N:27]=3)=[CH:38][CH:39]=2)=[O:45])[CH2:49][CH2:48]1. Given the reactants FC1C=C(C2N=C(SC)N=C(N3CCOC[C@@H]3C)C=2)C=NC=1.Cl[C:24]1[N:29]=[C:28]([N:30]2[CH2:35][CH2:34][O:33][CH2:32][C@@H:31]2[CH3:36])[N:27]=[C:26]([C:37]2[CH:42]=[CH:41][C:40]([NH:43][C:44]([NH:46][CH:47]3[CH2:49][CH2:48]3)=[O:45])=[CH:39][CH:38]=2)[CH:25]=1.[CH3:50][S:51][C:52]1[C:57](B2OC(C)(C)C(C)(C)O2)=[CH:56][CH:55]=[CH:54][N:53]=1, predict the reaction product. (8) Given the reactants [C:1]([O:5][C:6]([NH:8][S:9]([N:12]1[C:17]2([CH2:19][CH2:18]2)[CH2:16][N:15]([C:20]2[C:21]3[CH:28]=[CH:27][N:26]([C:29]([O:31][C:32]([CH3:35])([CH3:34])[CH3:33])=[O:30])[C:22]=3[N:23]=[CH:24][N:25]=2)[CH2:14][CH2:13]1)(=[O:11])=[O:10])=[O:7])([CH3:4])([CH3:3])[CH3:2].[CH2:36]([N:43]1[CH2:47][CH2:46][CH2:45][C@H:44]1[CH2:48]O)[C:37]1[CH:42]=[CH:41][CH:40]=[CH:39][CH:38]=1.C1(P(C2C=CC=CC=2)C2C=CC=CC=2)C=CC=CC=1.C(OC(/N=N\C(=O)OC(C)C)=O)(C)C, predict the reaction product. The product is: [CH2:36]([N:43]1[CH2:47][CH2:46][CH2:45][C@H:44]1[CH2:48][N:8]([C:6]([O:5][C:1]([CH3:4])([CH3:3])[CH3:2])=[O:7])[S:9]([N:12]1[C:17]2([CH2:18][CH2:19]2)[CH2:16][N:15]([C:20]2[C:21]3[CH:28]=[CH:27][N:26]([C:29]([O:31][C:32]([CH3:35])([CH3:34])[CH3:33])=[O:30])[C:22]=3[N:23]=[CH:24][N:25]=2)[CH2:14][CH2:13]1)(=[O:11])=[O:10])[C:37]1[CH:42]=[CH:41][CH:40]=[CH:39][CH:38]=1. (9) Given the reactants Cl[C:2]1[N:7]=[C:6]([NH:8][C:9]2[CH:14]=[C:13]([CH:15]=[CH2:16])[CH:12]=[CH:11][C:10]=2[S:17]([CH:20]([CH3:22])[CH3:21])(=[O:19])=[O:18])[C:5]([Cl:23])=[CH:4][N:3]=1.[Br:24][C:25]1[C:26]([N:34]2[CH2:39][CH2:38][N:37]([CH3:40])[CH2:36][CH2:35]2)=[CH:27][C:28]([O:32][CH3:33])=[C:29]([NH2:31])[CH:30]=1.CS(O)(=O)=O, predict the reaction product. The product is: [Br:24][C:25]1[C:26]([N:34]2[CH2:35][CH2:36][N:37]([CH3:40])[CH2:38][CH2:39]2)=[CH:27][C:28]([O:32][CH3:33])=[C:29]([NH:31][C:2]2[N:7]=[C:6]([NH:8][C:9]3[CH:14]=[C:13]([CH:15]=[CH2:16])[CH:12]=[CH:11][C:10]=3[S:17]([CH:20]([CH3:22])[CH3:21])(=[O:19])=[O:18])[C:5]([Cl:23])=[CH:4][N:3]=2)[CH:30]=1. (10) Given the reactants [CH2:1]([C:4]1[C:13]([OH:14])=[C:12]([CH3:15])[C:11]([CH3:16])=[C:10]2[C:5]=1[CH2:6][CH2:7][C@@:8]([CH3:33])([CH2:17][CH2:18][CH2:19][C@H:20]([CH3:32])[CH2:21][CH2:22][CH2:23][C@H:24]([CH3:31])[CH2:25][CH2:26][CH2:27][CH:28]([CH3:30])[CH3:29])[O:9]2)[CH:2]=[CH2:3].C(#N)C.[O:37]=[N+]([O-])[O-].[O-][N+](=O)[O-].[O-][N+](=O)[O-].[O-][N+](=O)[O-].[O-][N+](=O)[O-].[O-][N+](=O)[O-].[Ce+4].[NH4+].[NH4+].CCOC(C)=O, predict the reaction product. The product is: [CH2:1]([C:4]1[C:13](=[O:14])[C:12]([CH3:15])=[C:11]([CH3:16])[C:10](=[O:9])[C:5]=1[CH2:6][CH2:7][C@@:8]([OH:37])([CH3:33])[CH2:17][CH2:18][CH2:19][C@H:20]([CH3:32])[CH2:21][CH2:22][CH2:23][C@H:24]([CH3:31])[CH2:25][CH2:26][CH2:27][CH:28]([CH3:30])[CH3:29])[CH:2]=[CH2:3].